This data is from NCI-60 drug combinations with 297,098 pairs across 59 cell lines. The task is: Regression. Given two drug SMILES strings and cell line genomic features, predict the synergy score measuring deviation from expected non-interaction effect. (1) Drug 1: CC1CCC2CC(C(=CC=CC=CC(CC(C(=O)C(C(C(=CC(C(=O)CC(OC(=O)C3CCCCN3C(=O)C(=O)C1(O2)O)C(C)CC4CCC(C(C4)OC)O)C)C)O)OC)C)C)C)OC. Drug 2: CC1C(C(CC(O1)OC2CC(CC3=C2C(=C4C(=C3O)C(=O)C5=CC=CC=C5C4=O)O)(C(=O)C)O)N)O. Cell line: SNB-75. Synergy scores: CSS=64.0, Synergy_ZIP=22.4, Synergy_Bliss=18.7, Synergy_Loewe=24.0, Synergy_HSA=22.2. (2) Drug 1: CC12CCC(CC1=CCC3C2CCC4(C3CC=C4C5=CN=CC=C5)C)O. Cell line: M14. Drug 2: N.N.Cl[Pt+2]Cl. Synergy scores: CSS=-4.08, Synergy_ZIP=6.37, Synergy_Bliss=-3.02, Synergy_Loewe=-6.35, Synergy_HSA=-5.21. (3) Drug 1: C1CN1P(=S)(N2CC2)N3CC3. Drug 2: CN(CCCl)CCCl.Cl. Cell line: COLO 205. Synergy scores: CSS=54.4, Synergy_ZIP=-7.44, Synergy_Bliss=-4.30, Synergy_Loewe=-0.701, Synergy_HSA=2.45. (4) Drug 1: CCC1=CC2CC(C3=C(CN(C2)C1)C4=CC=CC=C4N3)(C5=C(C=C6C(=C5)C78CCN9C7C(C=CC9)(C(C(C8N6C)(C(=O)OC)O)OC(=O)C)CC)OC)C(=O)OC.C(C(C(=O)O)O)(C(=O)O)O. Drug 2: C1C(C(OC1N2C=C(C(=O)NC2=O)F)CO)O. Cell line: HL-60(TB). Synergy scores: CSS=84.8, Synergy_ZIP=7.35, Synergy_Bliss=6.62, Synergy_Loewe=2.68, Synergy_HSA=8.07.